From a dataset of Forward reaction prediction with 1.9M reactions from USPTO patents (1976-2016). Predict the product of the given reaction. (1) Given the reactants [OH:1][C:2]1[CH:7]=[CH:6][C:5]([NH:8][C:9](=[O:11])[CH3:10])=[C:4]([O:12][CH2:13][C:14]2([CH3:17])[CH2:16][O:15]2)[CH:3]=1.[Cl:18][C:19]1[CH:32]=[CH:31][C:22]([CH2:23][N:24]2[CH2:29][CH2:28][CH:27]([NH2:30])[CH2:26][CH2:25]2)=[CH:21][CH:20]=1.C(OC(C)C)(=O)C, predict the reaction product. The product is: [Cl:18][C:19]1[CH:20]=[CH:21][C:22]([CH2:23][N:24]2[CH2:25][CH2:26][CH:27]([NH:30][CH2:16][C:14]([OH:15])([CH3:17])[CH2:13][O:12][C:4]3[CH:3]=[C:2]([OH:1])[CH:7]=[CH:6][C:5]=3[NH:8][C:9](=[O:11])[CH3:10])[CH2:28][CH2:29]2)=[CH:31][CH:32]=1. (2) Given the reactants [CH3:1][O:2][C:3]1[CH:15]=[C:14]([O:16][CH3:17])[CH:13]=[CH:12][C:4]=1[CH2:5][NH:6][C:7]1[S:8][CH:9]=[CH:10][N:11]=1.C[Si](C)(C)[N-][Si](C)(C)C.[Li+].[C:28]([C:30]1[CH:31]=[C:32]([S:37](Cl)(=[O:39])=[O:38])[CH:33]=[CH:34][C:35]=1[F:36])#[N:29].[Cl-].[NH4+], predict the reaction product. The product is: [C:28]([C:30]1[CH:31]=[C:32]([S:37]([N:6]([CH2:5][C:4]2[CH:12]=[CH:13][C:14]([O:16][CH3:17])=[CH:15][C:3]=2[O:2][CH3:1])[C:7]2[S:8][CH:9]=[CH:10][N:11]=2)(=[O:39])=[O:38])[CH:33]=[CH:34][C:35]=1[F:36])#[N:29]. (3) Given the reactants [I:1][C:2]1[CH:3]=[CH:4][C:5]2[CH2:11][NH:10][CH2:9][CH2:8][CH2:7][C:6]=2[CH:12]=1.[O:13](C(OC(C)(C)C)=O)[C:14]([O:16][C:17]([CH3:20])([CH3:19])[CH3:18])=O.C(N(CC)CC)C, predict the reaction product. The product is: [I:1][C:2]1[CH:3]=[CH:4][C:5]2[CH2:11][N:10]([C:14]([O:16][C:17]([CH3:20])([CH3:19])[CH3:18])=[O:13])[CH2:9][CH2:8][CH2:7][C:6]=2[CH:12]=1. (4) Given the reactants Br[C:2]1[C:11]2[C:6](=[CH:7][CH:8]=[CH:9][C:10]=2[CH3:12])[C:5]([O:13][CH3:14])=[N:4][CH:3]=1.[Li]CCCC.CN([CH:23]=[O:24])C, predict the reaction product. The product is: [CH3:14][O:13][C:5]1[C:6]2[C:11](=[C:10]([CH3:12])[CH:9]=[CH:8][CH:7]=2)[C:2]([CH:23]=[O:24])=[CH:3][N:4]=1.